Dataset: Forward reaction prediction with 1.9M reactions from USPTO patents (1976-2016). Task: Predict the product of the given reaction. Given the reactants [NH2:1][CH2:2][C@@H:3]([OH:5])[CH3:4].[C:6](O[C:6]([O:8][C:9]([CH3:12])([CH3:11])[CH3:10])=[O:7])([O:8][C:9]([CH3:12])([CH3:11])[CH3:10])=[O:7].C(OCC)(=O)C, predict the reaction product. The product is: [C:9]([O:8][C:6](=[O:7])[NH:1][CH2:2][C@@H:3]([OH:5])[CH3:4])([CH3:12])([CH3:11])[CH3:10].